This data is from NCI-60 drug combinations with 297,098 pairs across 59 cell lines. The task is: Regression. Given two drug SMILES strings and cell line genomic features, predict the synergy score measuring deviation from expected non-interaction effect. Drug 1: COC1=CC(=CC(=C1O)OC)C2C3C(COC3=O)C(C4=CC5=C(C=C24)OCO5)OC6C(C(C7C(O6)COC(O7)C8=CC=CS8)O)O. Drug 2: CS(=O)(=O)OCCCCOS(=O)(=O)C. Cell line: M14. Synergy scores: CSS=26.3, Synergy_ZIP=-3.81, Synergy_Bliss=-0.199, Synergy_Loewe=-42.4, Synergy_HSA=-4.37.